Dataset: Forward reaction prediction with 1.9M reactions from USPTO patents (1976-2016). Task: Predict the product of the given reaction. (1) The product is: [CH:1]1([N:4]([CH:32]2[CH2:33][CH2:34]2)[C:5]([C:7]2[N:29]([CH2:30][CH3:31])[C:10]3=[N:11][C:12]([NH:19][C:20]4[S:21][C:22]([CH3:28])=[C:23]([C:25]([N:36]([CH3:37])[CH3:35])=[O:26])[N:24]=4)=[C:13]4[N:17]=[CH:16][N:15]([CH3:18])[C:14]4=[C:9]3[CH:8]=2)=[O:6])[CH2:3][CH2:2]1. Given the reactants [CH:1]1([N:4]([CH:32]2[CH2:34][CH2:33]2)[C:5]([C:7]2[N:29]([CH2:30][CH3:31])[C:10]3=[N:11][C:12]([NH:19][C:20]4[S:21][C:22]([CH3:28])=[C:23]([C:25](O)=[O:26])[N:24]=4)=[C:13]4[N:17]=[CH:16][N:15]([CH3:18])[C:14]4=[C:9]3[CH:8]=2)=[O:6])[CH2:3][CH2:2]1.[CH3:35][NH:36][CH3:37].CN(C(ON1N=NC2C=CC=NC1=2)=[N+](C)C)C.F[P-](F)(F)(F)(F)F, predict the reaction product. (2) Given the reactants F[C:2]1[CH:28]=[CH:27][C:5]2[N:6]=[C:7]([C:9]3[C:10]([NH2:26])=[N:11][CH:12]=[C:13]([C:15]4[CH:16]=[N:17][N:18]([CH:20]5[CH2:25][CH2:24][NH:23][CH2:22][CH2:21]5)[CH:19]=4)[CH:14]=3)[S:8][C:4]=2[CH:3]=1.ClC1SC2[C:38]([O:39]C)=CC=CC=2N=1, predict the reaction product. The product is: [CH3:38][O:39][C:3]1[C:4]2[S:8][C:7]([C:9]3[C:10]([NH2:26])=[N:11][CH:12]=[C:13]([C:15]4[CH:16]=[N:17][N:18]([CH:20]5[CH2:25][CH2:24][NH:23][CH2:22][CH2:21]5)[CH:19]=4)[CH:14]=3)=[N:6][C:5]=2[CH:27]=[CH:28][CH:2]=1. (3) The product is: [F:1][C:2]1[CH:7]=[CH:6][C:5]([CH:8]([C:12]2[CH:17]=[CH:16][C:15]([F:18])=[CH:14][CH:13]=2)[CH2:9][CH2:10][NH:22][CH:19]2[CH2:21][CH2:20]2)=[CH:4][CH:3]=1. Given the reactants [F:1][C:2]1[CH:7]=[CH:6][C:5]([CH:8]([C:12]2[CH:17]=[CH:16][C:15]([F:18])=[CH:14][CH:13]=2)[CH2:9][CH:10]=O)=[CH:4][CH:3]=1.[CH:19]1([NH2:22])[CH2:21][CH2:20]1.[BH4-].[Na+], predict the reaction product. (4) Given the reactants [CH3:1][N:2]1[CH:6]=[C:5]([C:7]2[CH:8]=[C:9]([C:13]3([C:28]#[N:29])[CH2:18][CH2:17][N:16]([C:19]4[N:27]=[CH:26][N:25]=[C:24]5[C:20]=4[N:21]=[CH:22][NH:23]5)[CH2:15][CH2:14]3)[CH:10]=[CH:11][CH:12]=2)[CH:4]=[N:3]1.[O:30]1CCOCC1.[OH-].[Na+], predict the reaction product. The product is: [CH3:1][N:2]1[CH:6]=[C:5]([C:7]2[CH:8]=[C:9]([C:13]3([C:28]([NH2:29])=[O:30])[CH2:18][CH2:17][N:16]([C:19]4[N:27]=[CH:26][N:25]=[C:24]5[C:20]=4[N:21]=[CH:22][NH:23]5)[CH2:15][CH2:14]3)[CH:10]=[CH:11][CH:12]=2)[CH:4]=[N:3]1. (5) Given the reactants Br[C:2]1[CH:3]=[CH:4][C:5]([C:12]2[CH:17]=[CH:16][C:15]([N+:18]([O-:20])=[O:19])=[CH:14][CH:13]=2)=[C:6]2[C:10]=1[NH:9][N:8]=[C:7]2[NH2:11].[CH3:21][N:22]([CH3:27])[C:23](=[O:26])[CH:24]=[CH2:25].C(N(CC)CC)C, predict the reaction product. The product is: [NH2:11][C:7]1[C:6]2[C:10](=[C:2](/[CH:25]=[CH:24]/[C:23]([N:22]([CH3:27])[CH3:21])=[O:26])[CH:3]=[CH:4][C:5]=2[C:12]2[CH:17]=[CH:16][C:15]([N+:18]([O-:20])=[O:19])=[CH:14][CH:13]=2)[NH:9][N:8]=1. (6) Given the reactants C[O:2][C:3](=[O:18])[CH:4]=[CH:5][C:6]1[CH:11]=[CH:10][C:9]([F:12])=[CH:8][C:7]=1[O:13][CH2:14][CH2:15][CH2:16][CH3:17].[Li+].[OH-], predict the reaction product. The product is: [CH2:14]([O:13][C:7]1[CH:8]=[C:9]([F:12])[CH:10]=[CH:11][C:6]=1[CH:5]=[CH:4][C:3]([OH:18])=[O:2])[CH2:15][CH2:16][CH3:17]. (7) Given the reactants [CH2:1]([N:3]1[C:7]2=[N:8][C:9]([CH:26]=O)=[C:10]([CH2:19][CH2:20][C:21]([O:23][CH2:24][CH3:25])=[O:22])[C:11]([C:12]3[CH:13]=[N:14][CH:15]=[C:16]([CH3:18])[CH:17]=3)=[C:6]2[CH:5]=[N:4]1)[CH3:2].[NH:28]1[CH2:33][CH2:32][O:31][CH2:30][CH2:29]1.C([BH3-])#N.[Na+].Cl.[OH-].[Na+], predict the reaction product. The product is: [CH2:1]([N:3]1[C:7]2=[N:8][C:9]([CH2:26][N:28]3[CH2:33][CH2:32][O:31][CH2:30][CH2:29]3)=[C:10]([CH2:19][CH2:20][C:21]([O:23][CH2:24][CH3:25])=[O:22])[C:11]([C:12]3[CH:13]=[N:14][CH:15]=[C:16]([CH3:18])[CH:17]=3)=[C:6]2[CH:5]=[N:4]1)[CH3:2]. (8) Given the reactants Br[C:2]1[CH:7]=[CH:6][CH:5]=[C:4]([O:8][CH2:9][CH2:10][CH2:11][CH2:12][CH2:13][CH2:14][CH2:15][CH3:16])[CH:3]=1.[N:17]1[CH:22]=[CH:21][CH:20]=[C:19](B(O)O)[CH:18]=1.C([O-])([O-])=O.[Na+].[Na+].C(Cl)Cl, predict the reaction product. The product is: [CH2:9]([O:8][C:4]1[CH:3]=[C:2]([C:19]2[CH:18]=[N:17][CH:22]=[CH:21][CH:20]=2)[CH:7]=[CH:6][CH:5]=1)[CH2:10][CH2:11][CH2:12][CH2:13][CH2:14][CH2:15][CH3:16].